From a dataset of Catalyst prediction with 721,799 reactions and 888 catalyst types from USPTO. Predict which catalyst facilitates the given reaction. (1) Reactant: [CH3:1][Mg]Br.[Br:4][C:5]1[C:13]2[S:12][C:11]([C:14]([C:16]3[CH:21]=[CH:20][CH:19]=[C:18]([C:22]([F:25])([F:24])[F:23])[CH:17]=3)=[O:15])=[CH:10][C:9]=2[CH:8]=[CH:7][CH:6]=1.[Cl-].[NH4+]. Product: [Br:4][C:5]1[C:13]2[S:12][C:11]([C:14]([C:16]3[CH:21]=[CH:20][CH:19]=[C:18]([C:22]([F:25])([F:23])[F:24])[CH:17]=3)([OH:15])[CH3:1])=[CH:10][C:9]=2[CH:8]=[CH:7][CH:6]=1. The catalyst class is: 1. (2) Reactant: [C:1]([C:5]1[CH:12]=[CH:11][C:8]([CH:9]=O)=[CH:7][CH:6]=1)([O:3][CH3:4])=[O:2].[CH3:13][C:14]([CH3:16])=[O:15].[OH-:17].[Na+]. Product: [C:1]([C:5]1[CH:12]=[CH:11][C:8]([CH:9]=[CH:13][C:14](=[O:15])[CH:16]=[CH:9][C:8]2[CH:11]=[CH:12][C:5]([C:1]([O:3][CH3:4])=[O:17])=[CH:6][CH:7]=2)=[CH:7][CH:6]=1)([O:3][CH3:4])=[O:2]. The catalyst class is: 24. (3) Reactant: [F:1][C:2]([F:13])([C:6]1[C:11]([CH3:12])=[CH:10][CH:9]=[CH:8][N:7]=1)[C:3]([OH:5])=O.P(Cl)(Cl)(Cl)=O.Cl.[NH2:20][CH2:21][C:22]1[CH:23]=[C:24]2[C:28](=[CH:29][CH:30]=1)[C:27](=[O:31])[N:26]([CH:32]1[CH2:37][CH2:36][C:35](=[O:38])[NH:34][C:33]1=[O:39])[CH2:25]2.C(=O)(O)[O-].[Na+]. Product: [O:39]=[C:33]1[CH:32]([N:26]2[CH2:25][C:24]3[C:28](=[CH:29][CH:30]=[C:22]([CH2:21][NH:20][C:3](=[O:5])[C:2]([F:1])([F:13])[C:6]4[C:11]([CH3:12])=[CH:10][CH:9]=[CH:8][N:7]=4)[CH:23]=3)[C:27]2=[O:31])[CH2:37][CH2:36][C:35](=[O:38])[NH:34]1. The catalyst class is: 17. (4) Reactant: [F:1][C:2]1[CH:24]=[N:23][CH:22]=[CH:21][C:3]=1[C:4]([NH:6][C:7]1[CH:8]=[C:9]2[C:13](=[CH:14][C:15]=1O)[C:12]([F:18])([F:17])[O:11][C:10]2([F:20])[F:19])=[O:5].O1CCCC1.C1(P(C2C=CC=CC=2)C2C=CC=CC=2)C=CC=CC=1.N(C(OCC)=O)=NC(OCC)=O. Product: [F:20][C:10]1([F:19])[C:9]2[C:13](=[CH:14][C:15]3[O:5][C:4]([C:3]4[CH:21]=[CH:22][N:23]=[CH:24][C:2]=4[F:1])=[N:6][C:7]=3[CH:8]=2)[C:12]([F:17])([F:18])[O:11]1. The catalyst class is: 11. (5) Reactant: [CH2:1]([C:3]1[CH2:7][C:6]([CH2:8][CH3:9])=[N:5][N:4]=1)[CH3:2].C(C1C=C(CC)NN=1)C.C(=O)([O-])[O-].[K+].[K+].Br[CH2:26][C:27]([O:29][CH2:30][CH3:31])=[O:28]. Product: [CH2:1]([C:3]1[CH:7]=[C:6]([CH2:8][CH3:9])[N:5]([CH2:26][C:27]([O:29][CH2:30][CH3:31])=[O:28])[N:4]=1)[CH3:2]. The catalyst class is: 9.